This data is from Catalyst prediction with 721,799 reactions and 888 catalyst types from USPTO. The task is: Predict which catalyst facilitates the given reaction. (1) Reactant: [Cu]C#N.[Br-].[Li+].[I-].[C:7]([C:9]1[C:14]([F:15])=[CH:13][CH:12]=[CH:11][C:10]=1[Zn+])#[N:8].[Br:17][C:18]1[CH:19]=[C:20]([CH:24]=[CH:25][C:26]=1[O:27][CH3:28])[C:21](Cl)=[O:22].[NH4+].[Cl-]. Product: [Br:17][C:18]1[CH:19]=[C:20]([CH:24]=[CH:25][C:26]=1[O:27][CH3:28])[C:21]([C:10]1[CH:11]=[CH:12][CH:13]=[C:14]([F:15])[C:9]=1[C:7]#[N:8])=[O:22]. The catalyst class is: 1. (2) Reactant: F[C:2]1[N:7]=[C:6]([C:8]([CH3:12])([CH3:11])[C:9]#[N:10])[CH:5]=[CH:4][CH:3]=1.C[O-].[Na+].[C:16](OCC)(=[O:18])C. Product: [CH3:16][O:18][C:2]1[N:7]=[C:6]([C:8]([CH3:12])([CH3:11])[C:9]#[N:10])[CH:5]=[CH:4][CH:3]=1. The catalyst class is: 5. (3) Reactant: [F:1][CH:2]([CH:8](OC(SC)=S)[CH:9]1[CH2:14][CH2:13][CH:12]([CH2:15][CH2:16][CH3:17])[CH2:11][CH2:10]1)[C:3]([O:5][CH2:6][CH3:7])=[O:4].C(OOC(C)(C)C)(C)(C)C.O1CCOCC1.O. Product: [F:1][CH:2]([CH2:8][CH:9]1[CH2:14][CH2:13][CH:12]([CH2:15][CH2:16][CH3:17])[CH2:11][CH2:10]1)[C:3]([O:5][CH2:6][CH3:7])=[O:4]. The catalyst class is: 413. (4) Reactant: I[C:2]1[CH:6]=[C:5]([C:7]#[C:8][CH:9]([CH3:11])[CH3:10])[S:4][C:3]=1[C:12]([O:14][CH3:15])=[O:13].[NH2:16][CH:17]([CH2:21][O:22][CH3:23])[C:18]([OH:20])=[O:19].C([O-])([O-])=O.[K+].[K+].N1CCC[C@H]1C(O)=O. Product: [CH3:23][O:22][CH2:21][CH:17]([NH:16][C:2]1[CH:6]=[C:5]([C:7]#[C:8][CH:9]([CH3:11])[CH3:10])[S:4][C:3]=1[C:12]([O:14][CH3:15])=[O:13])[C:18]([OH:20])=[O:19]. The catalyst class is: 156. (5) Reactant: Cl[C:2]1[CH:7]=[C:6]([N:8]2[CH:17]([CH3:18])[CH2:16][C:15]3[C:10](=[CH:11][C:12]([C:19]4[CH:20]=[N:21][N:22]([CH3:24])[CH:23]=4)=[CH:13][CH:14]=3)[CH2:9]2)[N:5]=[C:4]([NH2:25])[N:3]=1.[NH:26]1[CH2:32][CH2:31][CH2:30][NH:29][CH2:28][CH2:27]1.C(N(CC)C(C)C)(C)C.C(O)(C)(C)C. Product: [N:26]1([C:2]2[CH:7]=[C:6]([N:8]3[CH:17]([CH3:18])[CH2:16][C:15]4[C:10](=[CH:11][C:12]([C:19]5[CH:20]=[N:21][N:22]([CH3:24])[CH:23]=5)=[CH:13][CH:14]=4)[CH2:9]3)[N:5]=[C:4]([NH2:25])[N:3]=2)[CH2:32][CH2:31][CH2:30][NH:29][CH2:28][CH2:27]1. The catalyst class is: 5. (6) Reactant: [F:1][C:2]1[CH:3]=[C:4]([N:25]2[CH2:29][C@H:28]([CH2:30][NH:31][C:32](=[O:34])[CH3:33])[O:27][C:26]2=[O:35])[CH:5]=[CH:6][C:7]=1[N:8]1[CH2:13][CH2:12][CH:11]([N:14]2[N:18]=[N:17][C:16]([N:19]3[CH2:24][CH2:23][NH:22][CH2:21][CH2:20]3)=[N:15]2)[CH2:10][CH2:9]1.[N:36]#[C:37]Br.C(=O)([O-])O.[Na+]. Product: [C:37]([N:22]1[CH2:21][CH2:20][N:19]([C:16]2[N:17]=[N:18][N:14]([CH:11]3[CH2:12][CH2:13][N:8]([C:7]4[CH:6]=[CH:5][C:4]([N:25]5[CH2:29][C@H:28]([CH2:30][NH:31][C:32](=[O:34])[CH3:33])[O:27][C:26]5=[O:35])=[CH:3][C:2]=4[F:1])[CH2:9][CH2:10]3)[N:15]=2)[CH2:24][CH2:23]1)#[N:36]. The catalyst class is: 5. (7) Product: [F:26][C:25]([F:28])([F:27])[C:23]([O-:29])=[O:24].[F:21][C:18]1[CH:19]=[CH:20][C:15]([CH2:14][N:11]2[CH2:12][CH2:13][NH2+:8][CH2:9][C:10]2=[O:22])=[CH:16][CH:17]=1. Reactant: C(OC([N:8]1[CH2:13][CH2:12][N:11]([CH2:14][C:15]2[CH:20]=[CH:19][C:18]([F:21])=[CH:17][CH:16]=2)[C:10](=[O:22])[CH2:9]1)=O)(C)(C)C.[C:23]([OH:29])([C:25]([F:28])([F:27])[F:26])=[O:24]. The catalyst class is: 2.